Predict the reactants needed to synthesize the given product. From a dataset of Full USPTO retrosynthesis dataset with 1.9M reactions from patents (1976-2016). (1) Given the product [ClH:38].[ClH:38].[CH3:1][NH:2][CH2:3][CH:4]([C:6]1[NH:10][N:9]=[CH:8][CH:7]=1)[OH:5], predict the reactants needed to synthesize it. The reactants are: [CH3:1][N:2](C(C1C=CC=CC=1)(C1C=CC=CC=1)C1C=CC=CC=1)[CH2:3][CH:4]([C:6]1[N:10](COCC[Si](C)(C)C)[N:9]=[CH:8][CH:7]=1)[OH:5].[ClH:38]. (2) Given the product [F:1][C:2]1[C:10]2[C:6](=[C:7]([C:14]3[CH:15]=[CH:16][C:17]([OH:20])=[CH:18][CH:19]=3)[N:8]([CH:11]([CH3:12])[CH3:13])[N:9]=2)[CH:5]=[CH:4][CH:3]=1, predict the reactants needed to synthesize it. The reactants are: [F:1][C:2]1[C:10]2[C:6](=[C:7]([C:14]3[CH:19]=[CH:18][C:17]([O:20]C)=[CH:16][CH:15]=3)[N:8]([CH:11]([CH3:13])[CH3:12])[N:9]=2)[C:5](C)=[CH:4][CH:3]=1.B(Br)(Br)Br.C1CCCCC=1. (3) Given the product [CH:1]1([N:5]2[CH2:11][CH2:10][C:9]3[S:12][C:13]([CH:15]4[CH2:20][CH2:19][N:18]([C:27]([C:25]5[O:24][N:23]=[C:22]([CH3:21])[CH:26]=5)=[O:28])[CH2:17][CH2:16]4)=[N:14][C:8]=3[CH2:7][CH2:6]2)[CH2:2][CH2:3][CH2:4]1, predict the reactants needed to synthesize it. The reactants are: [CH:1]1([N:5]2[CH2:11][CH2:10][C:9]3[S:12][C:13]([CH:15]4[CH2:20][CH2:19][NH:18][CH2:17][CH2:16]4)=[N:14][C:8]=3[CH2:7][CH2:6]2)[CH2:4][CH2:3][CH2:2]1.[CH3:21][C:22]1[CH:26]=[C:25]([C:27](O)=[O:28])[O:24][N:23]=1. (4) Given the product [Na+:49].[F:47][C:2]([F:1])([F:46])[C:3]1[CH:4]=[C:5]([CH:39]=[C:40]([C:42]([F:43])([F:44])[F:45])[CH:41]=1)[CH2:6][N:7]([CH2:21][C:22]1[CH:27]=[C:26]([C:28]([F:31])([F:30])[F:29])[CH:25]=[CH:24][C:23]=1[N:32]([CH2:35][CH2:36][CH2:37][CH3:38])[CH2:33][CH3:34])[C:8]1[N:9]=[CH:10][C:11]([O:14][CH2:15][CH2:16][CH2:17][C:18]([O-:20])=[O:19])=[CH:12][N:13]=1, predict the reactants needed to synthesize it. The reactants are: [F:1][C:2]([F:47])([F:46])[C:3]1[CH:4]=[C:5]([CH:39]=[C:40]([C:42]([F:45])([F:44])[F:43])[CH:41]=1)[CH2:6][N:7]([CH2:21][C:22]1[CH:27]=[C:26]([C:28]([F:31])([F:30])[F:29])[CH:25]=[CH:24][C:23]=1[N:32]([CH2:35][CH2:36][CH2:37][CH3:38])[CH2:33][CH3:34])[C:8]1[N:13]=[CH:12][C:11]([O:14][CH2:15][CH2:16][CH2:17][C:18]([OH:20])=[O:19])=[CH:10][N:9]=1.[OH-].[Na+:49]. (5) Given the product [Cl:24][C:2]1[C:7]([C:8]([O:10][CH2:11][CH3:12])=[O:9])=[CH:6][N:5]=[C:4]2[N:13]([C:16]3[CH:21]=[CH:20][CH:19]=[CH:18][CH:17]=3)[N:14]=[CH:15][C:3]=12, predict the reactants needed to synthesize it. The reactants are: O[C:2]1[C:7]([C:8]([O:10][CH2:11][CH3:12])=[O:9])=[CH:6][N:5]=[C:4]2[N:13]([C:16]3[CH:21]=[CH:20][CH:19]=[CH:18][CH:17]=3)[N:14]=[CH:15][C:3]=12.P(Cl)(Cl)([Cl:24])=O. (6) The reactants are: [OH:1][C:2]1[CH:10]=[CH:9][CH:8]=[C:7]2[C:3]=1[CH:4]=[C:5]([CH3:11])[NH:6]2.[CH2:12]([O:19][C:20](=[O:23])[CH2:21]Br)[C:13]1[CH:18]=[CH:17][CH:16]=[CH:15][CH:14]=1.C(=O)([O-])[O-].[K+].[K+]. Given the product [CH2:12]([O:19][C:20](=[O:23])[CH2:21][O:1][C:2]1[CH:10]=[CH:9][CH:8]=[C:7]2[C:3]=1[CH:4]=[C:5]([CH3:11])[NH:6]2)[C:13]1[CH:18]=[CH:17][CH:16]=[CH:15][CH:14]=1, predict the reactants needed to synthesize it. (7) The reactants are: [CH3:1][C:2]1[CH:7]=[C:6]([CH3:8])[NH:5][C:4](=[O:9])[C:3]=1[C:10]#[N:11].CC([O-])=O.[Na+].[ClH:17]. Given the product [ClH:17].[NH2:11][CH2:10][C:3]1[C:4](=[O:9])[NH:5][C:6]([CH3:8])=[CH:7][C:2]=1[CH3:1], predict the reactants needed to synthesize it.